This data is from Drug-target binding data from BindingDB using Kd measurements. The task is: Regression. Given a target protein amino acid sequence and a drug SMILES string, predict the binding affinity score between them. We predict pKd (pKd = -log10(Kd in M); higher means stronger binding). Dataset: bindingdb_kd. (1) The drug is CSCC[C@H](NC(=O)[C@H](Cc1ccc(O)cc1)NC(=O)[C@H](CC(C)C)NC(=O)[C@H](CC(N)=O)NC(=O)[C@@H](NC(=O)CCNC(=S)Nc1ccc(-c2c3ccc(=O)cc-3oc3cc(O)ccc23)c(C(=O)O)c1)[C@@H](C)O)C(=O)N[C@@H](CC(C)C)C(=O)N1CCC[C@H]1C(=O)N[C@@H](CCCCN)C(=O)N[C@@H](Cc1c[nH]c2ccccc12)C(=O)N[C@@H](CC(=O)O)C(=O)N[C@@H](CC1(C)N=N1)C(=O)N1CCC[C@H]1C(N)=O. The target protein (P21645) has sequence MPSIRLADLAQQLDAELHGDGDIVITGVASMQSAQTGHITFMVNPKYREHLGLCQASAVVMTQDDLPFAKSAALVVKNPYLTYARMAQILDTTPQPAQNIAPSAVIDATAKLGNNVSIGANAVIESGVELGDNVIIGAGCFVGKNSKIGAGSRLWANVTIYHEIQIGQNCLIQSGTVVGADGFGYANDRGNWVKIPQIGRVIIGDRVEIGACTTIDRGALDDTIIGNGVIIDNQCQIAHNVVIGDNTAVAGGVIMAGSLKIGRYCMIGGASVINGHMEICDKVTVTGMGMVMRPITEPGVYSSGIPLQPNKVWRKTAALVMNIDDMSKRLKSLERKVNQQD. The pKd is 6.1. (2) The drug is C[NH+](C)CCOC(=O)c1ccc(N)cc1. The target protein (Q00194) has sequence MKKVIINTWHSFVNIPNVVGPDVEKEITRMENGACSSFSGDDDDSASMFEESETENPHARDSFRSNTHGSGQPSQREQYLPGAIALFNVNNSSNKEQEPKEKKKKKKEKKSKPDDKNENKKDPEKKKKKEKDKDKKKKEEKGKDKKEEEKKEVVVIDPSGNTYYNWLFCITLPVMYNWTMIIARACFDELQSDYLEYWLAFDYLSDVVYLLDMFVRTRTGYLEQGLLVKEERKLIDKYKSTFQFKLDVLSVIPTDLLYIKFGWNYPEIRLNRLLRISRMFEFFQRTETRTNYPNIFRISNLVMYIIIIIHWNACVYFSISKAIGFGNDTWVYPDVNDPDFGRLARKYVYSLYWSTLTLTTIGETPPPVRDSEYFFVVADFLIGVLIFATIVGNIGSMISNMNAARAEFQARIDAIKQYMHFRNVSKDMEKRVIKWFDYLWTNKKTVDEREVLKYLPDKLRAEIAINVHLDTLKKVRIFADCEAGLLVELVLKLQPQVYSP.... The pKd is 2.0. (3) The drug is O=S(=O)(O)c1cccc2cccc(Nc3ccccc3)c12. The target protein sequence is MATVQQLEGRWRLVDSKGFDEYMAELGVGIALAAMGAMAKPDCIITCDGKNLTIKTESTLKTTQFSCTLGEKFEETTADGRKTQTVCNFTDGALVQHQEWDGKESTITRKLKDGKLVVECVMNNVTCTRIYEKVE. The pKd is 4.9. (4) The compound is O=C(CCCCCCC(=O)Nc1ccc(-c2c3ccc(=O)cc-3oc3cc(O)ccc23)c(C(=O)O)c1)NO. The target protein sequence is AGTGLVLDEQLNEFHCLWDDSFPEGPERLHAIKEQLIQEGLLDRCVSFQARFAEKEELMLVHSLEYIDLMETTQYMNEGELRVLADTYDSVYLHPNSYSCACLASGSVLRLVDAVLGAEIRNGMAIIRPPGHHAQHSLMDGYCMFNHVAVAARYAQQKHRIRRVLIVDWDVHHGQGTQFTFDQDPSVLYFSIHRYEQGRFWPHLKASNWSTTGFGQGQGYTINVPWNQVGMRDADYIAAFLHVLLPVALEFQPQLVLVAAGFDALQGDPKGEMAATPAGFAQLTHLLMGLAGGKLILSLEGGYNLRALAEGVSASLHTLLGDPCPMLESPGAPCRSAQASVSCALEALEPFWEVLVRSTETVERDNMEEDNVEESEEEGPWEPPVLPILTWPVLQSRTGLVYDQNMMNHCNLWDSHHPEVPQRILRIMCRLEELGLAGRCLTLTPRPATEAELLTCHSAEYVGHLRATEKMKTRELHRESSNFDSIYICPSTFACAQLAT.... The pKd is 6.5. (5) The small molecule is Cn1cnc2c(F)c(Nc3ccc(Br)cc3Cl)c(C(=O)NOCCO)cc21. The target protein (Q96NX5) has sequence MGRKEEDDCSSWKKQTTNIRKTFIFMEVLGSGAFSEVFLVKQRLTGKLFALKCIKKSPAFRDSSLENEIAVLKKIKHENIVTLEDIYESTTHYYLVMQLVSGGELFDRILERGVYTEKDASLVIQQVLSAVKYLHENGIVHRDLKPENLLYLTPEENSKIMITDFGLSKMEQNGIMSTACGTPGYVAPEVLAQKPYSKAVDCWSIGVITYILLCGYPPFYEETESKLFEKIKEGYYEFESPFWDDISESAKDFICHLLEKDPNERYTCEKALSHPWIDGNTALHRDIYPSVSLQIQKNFAKSKWRQAFNAAAVVHHMRKLHMNLHSPGVRPEVENRPPETQASETSRPSSPEITITEAPVLDHSVALPALTQLPCQHGRRPTAPGGRSLNCLVNGSLHISSSLVPMHQGSLAAGPCGCCSSCLNIGSKGKSSYCSEPTLLKKANKKQNFKSEVMVPVKASGSSHCRAGQTGVCLIM. The pKd is 5.0. (6) The drug is CN1CC[C@H](c2c(O)cc(O)c3c(=O)cc(-c4ccccc4Cl)oc23)[C@H](O)C1. The target protein (Q13873) has sequence MTSSLQRPWRVPWLPWTILLVSTAAASQNQERLCAFKDPYQQDLGIGESRISHENGTILCSKGSTCYGLWEKSKGDINLVKQGCWSHIGDPQECHYEECVVTTTPPSIQNGTYRFCCCSTDLCNVNFTENFPPPDTTPLSPPHSFNRDETIIIALASVSVLAVLIVALCFGYRMLTGDRKQGLHSMNMMEAAASEPSLDLDNLKLLELIGRGRYGAVYKGSLDERPVAVKVFSFANRQNFINEKNIYRVPLMEHDNIARFIVGDERVTADGRMEYLLVMEYYPNGSLCKYLSLHTSDWVSSCRLAHSVTRGLAYLHTELPRGDHYKPAISHRDLNSRNVLVKNDGTCVISDFGLSMRLTGNRLVRPGEEDNAAISEVGTIRYMAPEVLEGAVNLRDCESALKQVDMYALGLIYWEIFMRCTDLFPGESVPEYQMAFQTEVGNHPTFEDMQVLVSREKQRPKFPEAWKENSLAVRSLKETIEDCWDQDAEARLTAQCAEER.... The pKd is 5.0. (7) The compound is O=C(Cc1ccc(Cl)cc1)Nc1cnccc1C(=O)O. The target protein sequence is MEAATTLHPGPRPALPLGGPGPLGEFLPPPECPVFEPSWEEFADPFAFIHKIRPIAEQTGICKVRPPPDWQPPFACDVDKLHFTPRIQRLNELEAQTRVKLNFLDQIAKYWELQGSTLKIPHVERKILDLFQLNKLVAEEGGFAVVCKDRKWTKIATKMGFAPGKAVGSHIRGHYERILNPYNLFLSGDSLRCLQKPNLTTDTKDKEYKPHDIPQRQSVQPSETCPPARRAKRMRAEAMNIKIEPEETTEARTHNLRRRMGCPTPKCENEKEMKSSIKQEPIERKDYIVENEKEKPKSRSKKATNAVDLYVCLLCGSGNDEDRLLLCDGCDDSYHTFCLIPPLHDVPKGDWRCPKCLAQECSKPQEAFGFEQAARDYTLRTFGEMADAFKSDYFNMPVHMVPTELVEKEFWRLVSTIEEDVTVEYGADIASKEFGSGFPVRDGKIKLSPEEEEYLDSGWNLNNMPVMEQSVLAHITADICGMKLPWLYVGMCFSSFCWHI.... The pKd is 6.4. (8) The compound is C[N+]1(C)[C@H]2CC(OC(=O)[C@H](CO)c3ccccc3)C[C@@H]1[C@H]1O[C@@H]21. The target protein sequence is MTLHSQSTTSPLFPQISSSWVHSPSEAGLPLGTVTQLGSYQISQETGQFSSQDTSSDPLGGHTIWQVVFIAFLTGFLALVTIIGNILVIVAFKVNKQLKTVNNYFLLSLASADLIIGVISMNLFTTYIIMNRWALGNLACDLWLSIDYVASNASVMNLLVISFDRYFSITRPLTYRACRTTKRAGVMIGLAWVISFVLWAPAILFWQYFVGKRTVPPGECFIQFLSEPTITFGTAIAAFYMPVTIMTILYWRIYKETEKRTKELAGLQASGTEIEGRIEGRIEGRTRSQITKRKRMSLIKEKKAAQTLSAILLAFIITWTPYNIMVLVNTFADSAIPKTYWNLGYWLCYINSTVNPVAYALSNKTFRTTFKTLLLSQSDKRKRRKQQYQQRQSVIFHKRVPEQAL. The pKd is 9.2.